Dataset: NCI-60 drug combinations with 297,098 pairs across 59 cell lines. Task: Regression. Given two drug SMILES strings and cell line genomic features, predict the synergy score measuring deviation from expected non-interaction effect. (1) Cell line: SF-295. Drug 1: CC1=C(C(=CC=C1)Cl)NC(=O)C2=CN=C(S2)NC3=CC(=NC(=N3)C)N4CCN(CC4)CCO. Synergy scores: CSS=-1.90, Synergy_ZIP=-2.01, Synergy_Bliss=-4.26, Synergy_Loewe=-7.52, Synergy_HSA=-4.99. Drug 2: C1C(C(OC1N2C=NC(=NC2=O)N)CO)O. (2) Drug 1: CN(C)C1=NC(=NC(=N1)N(C)C)N(C)C. Drug 2: CC1=C(C(=CC=C1)Cl)NC(=O)C2=CN=C(S2)NC3=CC(=NC(=N3)C)N4CCN(CC4)CCO. Cell line: 786-0. Synergy scores: CSS=4.83, Synergy_ZIP=0.467, Synergy_Bliss=4.27, Synergy_Loewe=-9.32, Synergy_HSA=-0.816. (3) Drug 1: C1=CC(=CC=C1CC(C(=O)O)N)N(CCCl)CCCl.Cl. Drug 2: CC1=CC=C(C=C1)C2=CC(=NN2C3=CC=C(C=C3)S(=O)(=O)N)C(F)(F)F. Cell line: HT29. Synergy scores: CSS=3.08, Synergy_ZIP=-3.10, Synergy_Bliss=-5.65, Synergy_Loewe=-11.9, Synergy_HSA=-10.0. (4) Drug 1: CCC1=CC2CC(C3=C(CN(C2)C1)C4=CC=CC=C4N3)(C5=C(C=C6C(=C5)C78CCN9C7C(C=CC9)(C(C(C8N6C)(C(=O)OC)O)OC(=O)C)CC)OC)C(=O)OC.C(C(C(=O)O)O)(C(=O)O)O. Synergy scores: CSS=52.5, Synergy_ZIP=-3.44, Synergy_Bliss=0.561, Synergy_Loewe=2.26, Synergy_HSA=4.07. Drug 2: CCC1(CC2CC(C3=C(CCN(C2)C1)C4=CC=CC=C4N3)(C5=C(C=C6C(=C5)C78CCN9C7C(C=CC9)(C(C(C8N6C=O)(C(=O)OC)O)OC(=O)C)CC)OC)C(=O)OC)O.OS(=O)(=O)O. Cell line: SK-MEL-28. (5) Drug 1: CC(CN1CC(=O)NC(=O)C1)N2CC(=O)NC(=O)C2. Drug 2: CCCCCOC(=O)NC1=NC(=O)N(C=C1F)C2C(C(C(O2)C)O)O. Cell line: HOP-92. Synergy scores: CSS=11.6, Synergy_ZIP=-6.16, Synergy_Bliss=-6.90, Synergy_Loewe=-9.28, Synergy_HSA=-5.47.